Task: Predict the reactants needed to synthesize the given product.. Dataset: Full USPTO retrosynthesis dataset with 1.9M reactions from patents (1976-2016) (1) Given the product [Cl:1][C:2]1[CH:10]=[CH:9][C:8]2[N:7]([C:39]#[C:40][C:41]3[CH:46]=[CH:45][C:44]([O:47][CH3:48])=[C:43]([F:49])[CH:42]=3)[C:6]3[CH2:11][CH2:12][N:13]([CH3:15])[CH2:14][C:5]=3[C:4]=2[CH:3]=1, predict the reactants needed to synthesize it. The reactants are: [Cl:1][C:2]1[CH:10]=[CH:9][C:8]2[NH:7][C:6]3[CH2:11][CH2:12][N:13]([CH3:15])[CH2:14][C:5]=3[C:4]=2[CH:3]=1.N1C2C(=CC=C3C=2N=CC=C3)C=CC=1.P([O-])([O-])([O-])=O.[K+].[K+].[K+].Br[C:39]#[C:40][C:41]1[CH:46]=[CH:45][C:44]([O:47][CH3:48])=[C:43]([F:49])[CH:42]=1. (2) Given the product [CH:23]([CH:26]1[CH2:31][CH2:30][CH:29]([N:1]2[CH2:2][CH:3]([NH:5][C:6](=[O:22])[CH2:7][NH:8][C:9]3[C:17]4[C:12](=[CH:13][CH:14]=[C:15]([C:18]([F:20])([F:19])[F:21])[CH:16]=4)[NH:11][N:10]=3)[CH2:4]2)[CH2:28][CH2:27]1)([CH3:25])[CH3:24], predict the reactants needed to synthesize it. The reactants are: [NH:1]1[CH2:4][CH:3]([NH:5][C:6](=[O:22])[CH2:7][NH:8][C:9]2[C:17]3[C:12](=[CH:13][CH:14]=[C:15]([C:18]([F:21])([F:20])[F:19])[CH:16]=3)[NH:11][N:10]=2)[CH2:2]1.[CH:23]([CH:26]1[CH2:31][CH2:30][C:29](=O)[CH2:28][CH2:27]1)([CH3:25])[CH3:24]. (3) Given the product [Cl:26][C:25]([Cl:28])([Cl:27])[CH2:24][O:23][C:21](=[O:22])[NH:17][C:7]1[N:8]([C:10]2[CH:11]=[N:12][C:13]([CH3:16])=[CH:14][CH:15]=2)[N:9]=[C:5]([C:1]([CH3:4])([CH3:3])[CH3:2])[CH:6]=1, predict the reactants needed to synthesize it. The reactants are: [C:1]([C:5]1[CH:6]=[C:7]([NH2:17])[N:8]([C:10]2[CH:11]=[N:12][C:13]([CH3:16])=[CH:14][CH:15]=2)[N:9]=1)([CH3:4])([CH3:3])[CH3:2].[OH-].[Na+].Cl[C:21]([O:23][CH2:24][C:25]([Cl:28])([Cl:27])[Cl:26])=[O:22]. (4) Given the product [Cl:20][C:21]1[CH:22]=[CH:23][C:24]([C:2]2[N:7]=[N:6][C:5]([N:8]([CH3:19])[CH:9]3[CH2:14][C:13]([CH3:16])([CH3:15])[NH:12][C:11]([CH3:18])([CH3:17])[CH2:10]3)=[CH:4][CH:3]=2)=[C:25]([OH:27])[CH:26]=1, predict the reactants needed to synthesize it. The reactants are: Cl[C:2]1[N:7]=[N:6][C:5]([N:8]([CH3:19])[CH:9]2[CH2:14][C:13]([CH3:16])([CH3:15])[NH:12][C:11]([CH3:18])([CH3:17])[CH2:10]2)=[CH:4][CH:3]=1.[Cl:20][C:21]1[CH:22]=[CH:23][C:24](B2OC(C)(C)C(C)(C)O2)=[C:25]([OH:27])[CH:26]=1.